Regression. Given a target protein amino acid sequence and a drug SMILES string, predict the binding affinity score between them. We predict pIC50 (pIC50 = -log10(IC50 in M); higher means more potent). Dataset: bindingdb_ic50. From a dataset of Drug-target binding data from BindingDB using IC50 measurements. (1) The drug is CCN(C)C(=O)Oc1cccc([C@H](C)N(C)C)c1. The target protein (Q03311) has sequence MQTQHTKVTQTHFLLWILLLCMPFGKSHTEEDFIITTKTGRVRGLSMPVLGGTVTAFLGIPYAQPPLGSLRFKKPQPLNKWPDIHNATQYANSCYQNIDQAFPGFQGSEMWNPNTNLSEDCLYLNVWIPVPKPKNATVMVWIYGGGFQTGTSSLPVYDGKFLARVERVIVVSMNYRVGALGFLAFPGNPDAPGNMGLFDQQLALQWVQRNIAAFGGNPKSITIFGESAGAASVSLHLLCPQSYPLFTRAILESGSSNAPWAVKHPEEARNRTLTLAKFTGCSKENEMEMIKCLRSKDPQEILRNERFVLPSDSILSINFGPTVDGDFLTDMPHTLLQLGKVKKAQILVGVNKDEGTAFLVYGAPGFSKDNDSLITRKEFQEGLNMYFPGVSRLGKEAVLFYYVDWLGEQSPEVYRDALDDVIGDYNIICPALEFTKKFAELENNAFFYFFEHRSSKLPWPEWMGVMHGYEIEFVFGLPLGRRVNYTRAEEIFSRSIMKTW.... The pIC50 is 5.8. (2) The small molecule is CCCCCCCCOc1ccc(Nc2cc(=O)[nH]c(=O)[nH]2)cc1. The pIC50 is 4.6. The target protein (P13051) has sequence MIGQKTLYSFFSPSPARKRHAPSPEPAVQGTGVAGVPEESGDAAAIPAKKAPAGQEEPGTPPSSPLSAEQLDRIQRNKAAALLRLAARNVPVGFGESWKKHLSGEFGKPYFIKLMGFVAEERKHYTVYPPPHQVFTWTQMCDIKDVKVVILGQDPYHGPNQAHGLCFSVQRPVPPPPSLENIYKELSTDIEDFVHPGHGDLSGWAKQGVLLLNAVLTVRAHQANSHKERGWEQFTDAVVSWLNQNSNGLVFLLWGSYAQKKGSAIDRKRHHVLQTAHPSPLSVYRGFFGCRHFSKTNELLQKSGKKPIDWKEL.